Task: Regression. Given a peptide amino acid sequence and an MHC pseudo amino acid sequence, predict their binding affinity value. This is MHC class II binding data.. Dataset: Peptide-MHC class II binding affinity with 134,281 pairs from IEDB (1) The peptide sequence is TAKAPGLVPKLDAAY. The MHC is HLA-DQA10501-DQB10301 with pseudo-sequence HLA-DQA10501-DQB10301. The binding affinity (normalized) is 0.409. (2) The peptide sequence is ILELAQSETCSPGGQ. The MHC is HLA-DQA10102-DQB10602 with pseudo-sequence HLA-DQA10102-DQB10602. The binding affinity (normalized) is 0.154. (3) The peptide sequence is HQDLELSWNLNGLQAY. The MHC is HLA-DQA10301-DQB10302 with pseudo-sequence HLA-DQA10301-DQB10302. The binding affinity (normalized) is 0.284. (4) The peptide sequence is ENGEWAIDFCPGVIRRHHG. The MHC is DRB1_0701 with pseudo-sequence DRB1_0701. The binding affinity (normalized) is 0.394. (5) The peptide sequence is TRRKLLLIFDALILL. The MHC is DRB1_1101 with pseudo-sequence DRB1_1101. The binding affinity (normalized) is 0.157. (6) The peptide sequence is ARARRAALAAAGASR. The MHC is HLA-DQA10301-DQB10302 with pseudo-sequence HLA-DQA10301-DQB10302. The binding affinity (normalized) is 0.258.